From a dataset of Peptide-MHC class II binding affinity with 134,281 pairs from IEDB. Regression. Given a peptide amino acid sequence and an MHC pseudo amino acid sequence, predict their binding affinity value. This is MHC class II binding data. (1) The peptide sequence is VKIEYSGTNNKTMAV. The MHC is HLA-DQA10102-DQB10502 with pseudo-sequence HLA-DQA10102-DQB10502. The binding affinity (normalized) is 0. (2) The peptide sequence is YDKFLANVSTVLTGW. The MHC is DRB1_0401 with pseudo-sequence DRB1_0401. The binding affinity (normalized) is 0.498. (3) The peptide sequence is AFILCGDNLFPKV. The MHC is DRB3_0101 with pseudo-sequence DRB3_0101. The binding affinity (normalized) is 0.721. (4) The peptide sequence is PVVHFFKNIVTPRTPPY. The MHC is H-2-IEd with pseudo-sequence H-2-IEd. The binding affinity (normalized) is 0.550. (5) The peptide sequence is EKCYFAATQFEPLAA. The MHC is HLA-DQA10501-DQB10301 with pseudo-sequence HLA-DQA10501-DQB10301. The binding affinity (normalized) is 0.285.